This data is from Full USPTO retrosynthesis dataset with 1.9M reactions from patents (1976-2016). The task is: Predict the reactants needed to synthesize the given product. (1) Given the product [N+:1]([C:4]1[CH:5]=[CH:6][C:7]([O:10][CH2:11][C@@H:12]([OH:14])[CH2:13][NH:25][CH2:24][CH2:23][C:18]2[CH:19]=[CH:20][C:21]([Cl:22])=[C:16]([Cl:15])[CH:17]=2)=[CH:8][CH:9]=1)([O-:3])=[O:2], predict the reactants needed to synthesize it. The reactants are: [N+:1]([C:4]1[CH:9]=[CH:8][C:7]([O:10][CH2:11][C@H:12]2[O:14][CH2:13]2)=[CH:6][CH:5]=1)([O-:3])=[O:2].[Cl:15][C:16]1[CH:17]=[C:18]([CH2:23][CH2:24][NH2:25])[CH:19]=[CH:20][C:21]=1[Cl:22]. (2) Given the product [CH3:1][O:2][C:3]([C:5]1[C:13]2[CH:12]=[C:11]([CH:14]=[O:19])[O:10][C:9]=2[C:8]([O:16][CH3:17])=[CH:7][CH:6]=1)=[O:4], predict the reactants needed to synthesize it. The reactants are: [CH3:1][O:2][C:3]([C:5]1[C:13]2[CH:12]=[C:11]([CH2:14]Br)[O:10][C:9]=2[C:8]([O:16][CH3:17])=[CH:7][CH:6]=1)=[O:4].C(=O)([O-])[O-:19].[Na+].[Na+]. (3) The reactants are: C(OC(=O)C)(=O)C.[N:8]1[C:13]([CH3:14])=[CH:12][CH:11]=[CH:10][C:9]=1[CH3:15].[CH:16]([C:18]1[CH:23]=[CH:22][C:21]([C:24]([O:26][CH3:27])=[O:25])=[CH:20][CH:19]=1)=O.[OH-].[Na+]. Given the product [CH3:14][C:13]1[N:8]=[C:9](/[CH:15]=[CH:16]/[C:18]2[CH:19]=[CH:20][C:21]([C:24]([O:26][CH3:27])=[O:25])=[CH:22][CH:23]=2)[CH:10]=[CH:11][CH:12]=1, predict the reactants needed to synthesize it.